This data is from Full USPTO retrosynthesis dataset with 1.9M reactions from patents (1976-2016). The task is: Predict the reactants needed to synthesize the given product. (1) Given the product [C:1]([NH:4][CH:5]([C:7]1[CH:16]=[CH:15][C:10]([C:11]([OH:13])=[O:12])=[CH:9][CH:8]=1)[CH3:6])(=[O:3])[CH3:2], predict the reactants needed to synthesize it. The reactants are: [C:1]([NH:4][CH:5]([C:7]1[CH:16]=[CH:15][C:10]([C:11]([O:13]C)=[O:12])=[CH:9][CH:8]=1)[CH3:6])(=[O:3])[CH3:2].O.[OH-].[Li+].O.CO. (2) The reactants are: CS[C:3]1[N:4]=[N:5][C:6]([C:21]#[N:22])=[C:7]([N:9]2[CH2:14][CH2:13][N:12]([C:15]3[CH:20]=[CH:19][CH:18]=[CH:17][CH:16]=3)[CH2:11][CH2:10]2)[N:8]=1.[CH2:23]([CH2:25][NH2:26])[OH:24]. Given the product [OH:24][CH2:23][CH2:25][NH:26][C:3]1[N:4]=[N:5][C:6]([C:21]#[N:22])=[C:7]([N:9]2[CH2:14][CH2:13][N:12]([C:15]3[CH:20]=[CH:19][CH:18]=[CH:17][CH:16]=3)[CH2:11][CH2:10]2)[N:8]=1, predict the reactants needed to synthesize it. (3) Given the product [Cl:57][C:58]1[CH:69]=[CH:68][CH:67]=[CH:66][C:59]=1[O:60][CH:9]1[CH2:6][CH2:4][N:3]([C:46](=[O:48])[CH2:45][NH:44][C:42]([C:40]2[N:39]=[N:38][N:37]([C:33]3[CH:32]=[N:31][CH:36]=[CH:35][CH:34]=3)[CH:41]=2)=[O:43])[CH2:7]1, predict the reactants needed to synthesize it. The reactants are: CC[N:3]([CH:7]([CH3:9])C)[CH:4]([CH3:6])C.C1C=CC2N(O)N=NC=2C=1.CCN=C=NCCCN(C)C.[N:31]1[CH:36]=[CH:35][CH:34]=[C:33]([N:37]2[CH:41]=[C:40]([C:42]([NH:44][CH2:45][C:46]([OH:48])=O)=[O:43])[N:39]=[N:38]2)[CH:32]=1.NC1C=NC=CC=1.Cl.[Cl:57][C:58]1[CH:69]=[CH:68][CH:67]=[CH:66][C:59]=1[O:60]C1CCNC1.FC(F)(F)C1C=C(C=CC=1)OC1CCNC1. (4) Given the product [Br-:17].[CH3:8][C:6]1[N:7]=[C:3]([N:2]=[N:10][C:30]2[CH:29]=[CH:28][C:27]([N:20]([CH2:18][CH3:19])[CH2:21][CH2:22][N+:23]([CH3:26])([CH3:24])[CH3:25])=[CH:32][CH:31]=2)[S:4][C:5]=1[CH3:9], predict the reactants needed to synthesize it. The reactants are: Cl.[NH2:2][C:3]1[S:4][C:5]([CH3:9])=[C:6]([CH3:8])[N:7]=1.[N:10](OS(=O)(=O)O)=O.[Br-:17].[CH2:18]([N:20]([C:27]1[CH:32]=[CH:31][CH:30]=[CH:29][CH:28]=1)[CH2:21][CH2:22][N+:23]([CH3:26])([CH3:25])[CH3:24])[CH3:19].Cl.[OH-].[Na+]. (5) Given the product [CH2:15]([NH:19][C:4](=[O:6])[CH2:3][CH:2]([OH:1])[CH2:8][CH2:9][CH:10]=[CH:11][CH:12]=[CH:13][CH3:14])[CH:16]([CH3:18])[CH3:17], predict the reactants needed to synthesize it. The reactants are: [OH:1][CH:2]([CH2:8][CH2:9][CH:10]=[CH:11][CH:12]=[CH:13][CH3:14])[CH2:3][C:4]([O:6]C)=O.[CH2:15]([NH2:19])[CH:16]([CH3:18])[CH3:17]. (6) Given the product [CH:26]([S:23]([C:20]1[CH:21]=[CH:22][C:17]([C:14]2[N:15]=[C:16]3[C:8]([NH:47][C:39](=[O:46])[C:40]4[CH:45]=[CH:44][CH:43]=[CH:42][CH:41]=4)=[CH:9][N:10]([S:29]([C:32]4[CH:37]=[CH:36][C:35]([CH3:38])=[CH:34][CH:33]=4)(=[O:31])=[O:30])[C:11]3=[N:12][CH:13]=2)=[CH:18][CH:19]=1)(=[O:24])=[O:25])([CH3:27])[CH3:28], predict the reactants needed to synthesize it. The reactants are: CNCCNC.I[C:8]1[C:16]2[C:11](=[N:12][CH:13]=[C:14]([C:17]3[CH:22]=[CH:21][C:20]([S:23]([CH:26]([CH3:28])[CH3:27])(=[O:25])=[O:24])=[CH:19][CH:18]=3)[N:15]=2)[N:10]([S:29]([C:32]2[CH:37]=[CH:36][C:35]([CH3:38])=[CH:34][CH:33]=2)(=[O:31])=[O:30])[CH:9]=1.[C:39]([NH2:47])(=[O:46])[C:40]1[CH:45]=[CH:44][CH:43]=[CH:42][CH:41]=1.[O-]P([O-])([O-])=O.[K+].[K+].[K+]. (7) Given the product [F:11][C:3]1[CH:4]=[C:5]([N+:8]([O-:10])=[O:9])[CH:6]=[CH:7][C:2]=1[N:22]1[CH2:23][CH2:24][CH:20]([N:19]([CH3:25])[CH3:18])[CH2:21]1, predict the reactants needed to synthesize it. The reactants are: F[C:2]1[CH:7]=[CH:6][C:5]([N+:8]([O-:10])=[O:9])=[CH:4][C:3]=1[F:11].C([O-])([O-])=O.[K+].[K+].[CH3:18][N:19]([CH3:25])[CH:20]1[CH2:24][CH2:23][NH:22][CH2:21]1.